Dataset: Reaction yield outcomes from USPTO patents with 853,638 reactions. Task: Predict the reaction yield, written as a fraction of the theoretical maximum amount of product (1.0 means a 100% yield; for example, 0.34 means a 34% yield). (1) The reactants are Br[C:2]1[CH:11]=[CH:10][C:9]([Cl:12])=[CH:8][C:3]=1[C:4]([O:6][CH3:7])=[O:5].C1(C)C=CC=CC=1P(C1C=CC=CC=1C)C1C=CC=CC=1C.C(N(CCCC)CCCC)CCC.[C:48]([OH:52])(=[O:51])[CH:49]=[CH2:50]. The catalyst is C1(C)C=CC=CC=1.C([O-])(=O)C.[Pd+2].C([O-])(=O)C. The product is [Cl:12][C:9]1[CH:10]=[CH:11][C:2]([C:49](=[CH2:50])[C:48]([OH:52])=[O:51])=[C:3]([C:4]([O:6][CH3:7])=[O:5])[CH:8]=1. The yield is 0.660. (2) The reactants are [C:1]1(=[O:6])[CH2:5][CH2:4][CH:3]=[CH:2]1.[C:7]1(=[O:17])[NH:11][C:10](=[O:12])[C:9]2=[CH:13][CH:14]=[CH:15][CH:16]=[C:8]12.C(=O)([O-])[O-].[Na+].[Na+]. The catalyst is CO. The product is [O:6]=[C:1]1[CH2:5][CH2:4][CH:3]([N:11]2[C:7](=[O:17])[C:8]3[C:9](=[CH:13][CH:14]=[CH:15][CH:16]=3)[C:10]2=[O:12])[CH2:2]1. The yield is 0.640. (3) The reactants are [OH:1][C:2]1([CH2:15][CH:16]=O)[CH2:14][CH2:13][C:5]2([O:10][CH2:9][C:8]([CH3:12])([CH3:11])[CH2:7][O:6]2)[CH2:4][CH2:3]1.[CH3:18][C:19]1[CH:24]=[CH:23][C:22]([CH3:25])=[CH:21][C:20]=1[C@@H:26]([NH2:28])[CH3:27]. No catalyst specified. The product is [CH3:18][C:19]1[CH:24]=[CH:23][C:22]([CH3:25])=[CH:21][C:20]=1[C@@H:26]([NH:28][CH2:16][CH2:15][C:2]1([OH:1])[CH2:3][CH2:4][C:5]2([O:6][CH2:7][C:8]([CH3:12])([CH3:11])[CH2:9][O:10]2)[CH2:13][CH2:14]1)[CH3:27]. The yield is 0.770. (4) The reactants are [Cl:1][C:2]1[C:3]([O:14][C@H:15]2[CH2:19][N:18](C(OC(C)(C)C)=O)[C@H:17]([C:27]([O:29][CH3:30])=[O:28])[CH2:16]2)=[N:4][C:5]2[C:10]([N:11]=1)=[CH:9][CH:8]=[C:7]([O:12][CH3:13])[CH:6]=2.Cl.O1CCOCC1. The catalyst is C(Cl)Cl. The product is [ClH:1].[Cl:1][C:2]1[C:3]([O:14][C@H:15]2[CH2:19][NH:18][C@H:17]([C:27]([O:29][CH3:30])=[O:28])[CH2:16]2)=[N:4][C:5]2[C:10]([N:11]=1)=[CH:9][CH:8]=[C:7]([O:12][CH3:13])[CH:6]=2. The yield is 0.950. (5) The reactants are [OH-].[Na+].[CH3:3][C:4]1[N:5]=[C:6]2[CH:11]=[N:10][CH:9]=[CH:8][N:7]2[C:12]=1[C:13]([O:15]CC)=[O:14].Cl. The catalyst is O. The product is [CH3:3][C:4]1[N:5]=[C:6]2[CH:11]=[N:10][CH:9]=[CH:8][N:7]2[C:12]=1[C:13]([OH:15])=[O:14]. The yield is 0.0600.